Task: Predict the reaction yield, written as a fraction of the theoretical maximum amount of product (1.0 means a 100% yield; for example, 0.34 means a 34% yield).. Dataset: Reaction yield outcomes from USPTO patents with 853,638 reactions (1) The reactants are [OH:1][CH:2]1[CH2:8][CH2:7][CH2:6][CH:5]([O:9][C:10]2[CH:15]=[CH:14][C:13]([N:16]3[C:21](=[O:22])[C:20]([CH2:23][C:24]4[CH:29]=[CH:28][C:27]([C:30]5[CH:35]=[CH:34][CH:33]=[CH:32][C:31]=5[C:36]5[NH:40][C:39](=[O:41])[O:38][N:37]=5)=[CH:26][CH:25]=4)=[C:19]([CH2:42][CH2:43][CH3:44])[N:18]=[C:17]3[CH3:45])=[CH:12][CH:11]=2)[CH2:4][CH2:3]1.CC(OI1(OC(C)=O)(OC(C)=O)OC(=O)C2C1=CC=CC=2)=O.C(OCC)(=O)C.S([O-])([O-])(=O)=S.[Na+].[Na+]. The catalyst is C(Cl)Cl.O. The product is [CH3:45][C:17]1[N:16]([C:13]2[CH:12]=[CH:11][C:10]([O:9][CH:5]3[CH2:6][CH2:7][CH2:8][C:2](=[O:1])[CH2:3][CH2:4]3)=[CH:15][CH:14]=2)[C:21](=[O:22])[C:20]([CH2:23][C:24]2[CH:29]=[CH:28][C:27]([C:30]3[CH:35]=[CH:34][CH:33]=[CH:32][C:31]=3[C:36]3[NH:40][C:39](=[O:41])[O:38][N:37]=3)=[CH:26][CH:25]=2)=[C:19]([CH2:42][CH2:43][CH3:44])[N:18]=1. The yield is 0.530. (2) The reactants are C(OC(=O)[NH:7][C:8]1[CH:13]=[CH:12][C:11]([C:14]([N:16]2[CH2:22][C:21]3([CH3:24])[CH2:23][CH:17]2[CH2:18][C:19]([CH3:26])([CH3:25])[CH2:20]3)=[O:15])=[CH:10][CH:9]=1)(C)(C)C.C(O)(C(F)(F)F)=O. The catalyst is C(Cl)Cl. The product is [NH2:7][C:8]1[CH:9]=[CH:10][C:11]([C:14]([N:16]2[CH2:22][C:21]3([CH3:24])[CH2:23][CH:17]2[CH2:18][C:19]([CH3:26])([CH3:25])[CH2:20]3)=[O:15])=[CH:12][CH:13]=1. The yield is 0.980. (3) The reactants are [F:1][C:2]([F:13])([F:12])[C:3]1[CH:11]=[CH:10][C:6]([C:7](Cl)=[O:8])=[CH:5][CH:4]=1.[S-:14][C:15]#[N:16].[K+].[CH2:18]([O:25][C:26]1[CH:31]=[CH:30][C:29]([C:32]2[CH:36]=[C:35]([NH2:37])[NH:34][N:33]=2)=[C:28]([F:38])[CH:27]=1)[C:19]1[CH:24]=[CH:23][CH:22]=[CH:21][CH:20]=1. The catalyst is C(#N)C. The product is [CH2:18]([O:25][C:26]1[CH:31]=[CH:30][C:29]([C:32]2[CH:36]=[C:35]([NH:37][C:15]([NH:16][C:7](=[O:8])[C:6]3[CH:10]=[CH:11][C:3]([C:2]([F:13])([F:12])[F:1])=[CH:4][CH:5]=3)=[S:14])[NH:34][N:33]=2)=[C:28]([F:38])[CH:27]=1)[C:19]1[CH:20]=[CH:21][CH:22]=[CH:23][CH:24]=1. The yield is 0.810. (4) The reactants are [CH2:1]([C:5]1([CH2:38][CH2:39][CH2:40][CH3:41])[CH2:11][N:10]([C:12]2[CH:28]=[CH:27][C:15]([O:16][CH2:17][CH2:18][O:19][CH2:20][CH2:21][O:22][CH2:23][CH2:24][O:25][I:26])=[CH:14][CH:13]=2)[C:9]2[CH:29]=[C:30]([N:33]([CH3:35])[CH3:34])[CH:31]=[CH:32][C:8]=2[S:7](=[O:37])(=[O:36])[CH2:6]1)[CH2:2][CH2:3][CH3:4].[CH3:42][CH2:43][N:44]([CH2:47][CH3:48])[CH2:45][CH3:46]. No catalyst specified. The product is [I-:26].[CH2:1]([C:5]1([CH2:38][CH2:39][CH2:40][CH3:41])[CH2:11][N:10]([C:12]2[CH:28]=[CH:27][C:15]([O:16][CH2:17][CH2:18][O:19][CH2:20][CH2:21][O:22][CH2:23][CH2:24][O:25][N+:44]([CH2:47][CH3:48])([CH2:45][CH3:46])[CH2:43][CH3:42])=[CH:14][CH:13]=2)[C:9]2[CH:29]=[C:30]([N:33]([CH3:35])[CH3:34])[CH:31]=[CH:32][C:8]=2[S:7](=[O:37])(=[O:36])[CH2:6]1)[CH2:2][CH2:3][CH3:4]. The yield is 0.690. (5) The reactants are [OH:1][CH2:2][CH2:3][CH2:4][CH2:5][CH2:6][CH2:7][CH2:8][CH2:9][CH2:10][C:11]([OH:13])=[O:12].[CH2:14](Br)[CH3:15].C(=O)([O-])[O-].[Li+].[Li+]. The catalyst is CN(C=O)C. The product is [CH2:14]([O:12][C:11](=[O:13])[CH2:10][CH2:9][CH2:8][CH2:7][CH2:6][CH2:5][CH2:4][CH2:3][CH2:2][OH:1])[CH3:15]. The yield is 0.280. (6) The reactants are [H-].[Na+].[Br:3][C:4]1[CH:12]=[CH:11][CH:10]=[C:9]2[C:5]=1[CH:6]=[CH:7][NH:8]2.Br[CH2:14][CH2:15][CH2:16][CH2:17][CH3:18]. The catalyst is CN(C)C=O. The product is [Br:3][C:4]1[CH:12]=[CH:11][CH:10]=[C:9]2[C:5]=1[CH:6]=[CH:7][N:8]2[CH2:14][CH2:15][CH2:16][CH2:17][CH3:18]. The yield is 0.980. (7) The reactants are [CH:1]([O:4][C:5]1[CH:13]=[CH:12][C:11]([S:14]([CH3:17])(=[O:16])=[O:15])=[CH:10][C:6]=1[C:7]([OH:9])=O)([CH3:3])[CH3:2].Cl.[F:19][C:20]([F:34])([F:33])[CH2:21][C:22]1[S:26][C:25]([N:27]2[CH2:32][CH2:31][NH:30][CH2:29][CH2:28]2)=[N:24][CH:23]=1. No catalyst specified. The product is [CH:1]([O:4][C:5]1[CH:13]=[CH:12][C:11]([S:14]([CH3:17])(=[O:16])=[O:15])=[CH:10][C:6]=1[C:7]([N:30]1[CH2:31][CH2:32][N:27]([C:25]2[S:26][C:22]([CH2:21][C:20]([F:34])([F:19])[F:33])=[CH:23][N:24]=2)[CH2:28][CH2:29]1)=[O:9])([CH3:2])[CH3:3]. The yield is 0.360. (8) The catalyst is CO.C(Cl)Cl. The reactants are C1(S([N:10]2[C:14]3[CH:15]=[N:16][C:17]([C:37]#[N:38])=[C:18]([O:19][CH:20]4[CH2:23][N:22](C(C5C=CC=CC=5)C5C=CC=CC=5)[CH2:21]4)[C:13]=3[C:12]3[CH:39]=[C:40]([C:43]4[CH:44]=[N:45][N:46]([CH3:48])[CH:47]=4)[CH:41]=[N:42][C:11]2=3)(=O)=O)C=CC=CC=1.ClC(OC(Cl)C)=O. The product is [NH:22]1[CH2:21][CH:20]([O:19][C:18]2[C:13]3[C:12]4[CH:39]=[C:40]([C:43]5[CH:44]=[N:45][N:46]([CH3:48])[CH:47]=5)[CH:41]=[N:42][C:11]=4[NH:10][C:14]=3[CH:15]=[N:16][C:17]=2[C:37]#[N:38])[CH2:23]1. The yield is 0.0500. (9) The reactants are [C:1]([O:5][C:6]([NH:8][C@@H:9]1[CH2:18][C:17]2[N:16]=[CH:15][C:14]([C:19]([O:21]C)=[O:20])=[CH:13][C:12]=2[NH:11][C:10]1=[O:23])=[O:7])([CH3:4])([CH3:3])[CH3:2].[OH-].[Na+]. The catalyst is O1CCCC1.CO. The product is [C:1]([O:5][C:6]([NH:8][C@@H:9]1[CH2:18][C:17]2[N:16]=[CH:15][C:14]([C:19]([OH:21])=[O:20])=[CH:13][C:12]=2[NH:11][C:10]1=[O:23])=[O:7])([CH3:4])([CH3:2])[CH3:3]. The yield is 0.820. (10) The reactants are O[CH:2]1[C:6]2[CH:7]=[C:8]([NH:13][C:14](=[O:20])[CH2:15][C:16]([CH3:19])([CH3:18])[CH3:17])[C:9]([CH3:12])=[C:10]([CH3:11])[C:5]=2[O:4][C:3]1([CH3:22])[CH3:21].[CH3:23][O:24][C:25]1[CH:30]=[CH:29][CH:28]=[CH:27][C:26]=1[NH2:31]. The catalyst is C(OCC)(=O)C.CCCCCC. The product is [CH3:23][O:24][C:25]1[CH:30]=[CH:29][CH:28]=[CH:27][C:26]=1[NH:31][CH:2]1[C:6]2[CH:7]=[C:8]([NH:13][C:14](=[O:20])[CH2:15][C:16]([CH3:17])([CH3:19])[CH3:18])[C:9]([CH3:12])=[C:10]([CH3:11])[C:5]=2[O:4][C:3]1([CH3:21])[CH3:22]. The yield is 0.750.